From a dataset of Forward reaction prediction with 1.9M reactions from USPTO patents (1976-2016). Predict the product of the given reaction. Given the reactants [N:1]1([C:5]([C:7]2[S:15][C:14]3[C:9](=[N:10][CH:11]=[CH:12][C:13]=3Cl)[CH:8]=2)=[O:6])[CH2:4][CH2:3][CH2:2]1.[OH:17][C:18]1[CH:19]=[C:20]2[C:25](=[CH:26][CH:27]=1)[C:24]([C:28]([OH:30])=[O:29])=[CH:23][CH:22]=[CH:21]2.C([O-])([O-])=O.[Cs+].[Cs+], predict the reaction product. The product is: [N:1]1([C:5]([C:7]2[S:15][C:14]3[C:9](=[N:10][CH:11]=[CH:12][C:13]=3[O:17][C:18]3[CH:19]=[C:20]4[C:25](=[CH:26][CH:27]=3)[C:24]([C:28]([OH:30])=[O:29])=[CH:23][CH:22]=[CH:21]4)[CH:8]=2)=[O:6])[CH2:4][CH2:3][CH2:2]1.